This data is from Catalyst prediction with 721,799 reactions and 888 catalyst types from USPTO. The task is: Predict which catalyst facilitates the given reaction. Reactant: [OH:1][C:2]1[CH:3]=[C:4]([C:14]2[N:15](C(OC(C)(C)C)=O)[C:16]([C:19]3[S:20][CH:21]=[CH:22][N:23]=3)=[CH:17][CH:18]=2)[CH:5]=[C:6]([O:8][C@@H:9]([CH3:13])[CH2:10][O:11][CH3:12])[CH:7]=1.F[C:32]1[CH:43]=[CH:42][C:35]([C:36]([N:38]2[CH2:41][CH2:40][CH2:39]2)=[O:37])=[CH:34][C:33]=1[C:44]([F:47])([F:46])[F:45].[H-].[Na+].[Cl-].[NH4+]. Product: [N:38]1([C:36]([C:35]2[CH:42]=[CH:43][C:32]([O:1][C:2]3[CH:3]=[C:4]([C:14]4[NH:15][C:16]([C:19]5[S:20][CH:21]=[CH:22][N:23]=5)=[CH:17][CH:18]=4)[CH:5]=[C:6]([O:8][C@@H:9]([CH3:13])[CH2:10][O:11][CH3:12])[CH:7]=3)=[C:33]([C:44]([F:45])([F:46])[F:47])[CH:34]=2)=[O:37])[CH2:41][CH2:40][CH2:39]1. The catalyst class is: 16.